This data is from Full USPTO retrosynthesis dataset with 1.9M reactions from patents (1976-2016). The task is: Predict the reactants needed to synthesize the given product. (1) The reactants are: C(O)(=O)C.FC(F)(F)C(O)=O.[BH4-].[Na+].[CH3:14][N:15]1[CH2:20][CH2:19][N:18]([C:21]2[CH:26]=[CH:25][C:24]([CH:27](O)[C:28]#[CH:29])=[CH:23][CH:22]=2)[CH2:17][CH2:16]1. Given the product [CH3:14][N:15]1[CH2:20][CH2:19][N:18]([C:21]2[CH:26]=[CH:25][C:24]([CH2:27][C:28]#[CH:29])=[CH:23][CH:22]=2)[CH2:17][CH2:16]1, predict the reactants needed to synthesize it. (2) Given the product [C:7]1([CH2:6][CH:2]([Se:15][C:9]2[CH:14]=[CH:13][CH:12]=[CH:11][CH:10]=2)[CH:3]=[O:4])[CH:8]=[CH:7][CH:6]=[CH:2][CH:3]=1, predict the reactants needed to synthesize it. The reactants are: N1[CH2:8][CH2:7][CH2:6][C@H:2]1[C:3](N)=[O:4].[C:9]1([Se:15]N2C(=O)C3=CC=CC=C3C2=O)[CH:14]=[CH:13][CH:12]=[CH:11][CH:10]=1. (3) Given the product [CH2:1]([N:8]1[C@@H:12]2[CH2:13][CH2:14][C@@:15]3([CH2:19][C@@H:18]([C:36]4[C:44]5[O:43][CH:42]([CH3:45])[CH2:41][C:40]=5[CH:39]=[C:38]([O:46][C:47]([F:49])([F:48])[F:50])[CH:37]=4)[CH2:17][O:16]3)[C@:9]1([C:29]1[CH:34]=[CH:33][CH:32]=[CH:31][CH:30]=1)[CH2:10][CH:11]2[S:20]([C:23]1[CH:24]=[CH:25][CH:26]=[CH:27][CH:28]=1)(=[O:21])=[O:22])[C:2]1[CH:3]=[CH:4][CH:5]=[CH:6][CH:7]=1, predict the reactants needed to synthesize it. The reactants are: [CH2:1]([N:8]1[C@H:12]2[CH2:13][CH2:14][C@@:15]3([CH:19]=[CH:18][CH2:17][O:16]3)[C@:9]1([C:29]1[CH:34]=[CH:33][CH:32]=[CH:31][CH:30]=1)[CH2:10][C@H:11]2[S:20]([C:23]1[CH:28]=[CH:27][CH:26]=[CH:25][CH:24]=1)(=[O:22])=[O:21])[C:2]1[CH:7]=[CH:6][CH:5]=[CH:4][CH:3]=1.I[C:36]1[C:44]2[O:43][CH:42]([CH3:45])[CH2:41][C:40]=2[CH:39]=[C:38]([O:46][C:47]([F:50])([F:49])[F:48])[CH:37]=1.[Cl-].[Li+].C([O-])=O.[K+]. (4) Given the product [F:11][C:8]([F:9])([F:10])[C:7]1[CH:2]=[CH:3][C:4]([C:12]2[C:20]3[CH2:19][CH2:18][CH:17]([NH2:21])[C:16]=3[CH:15]=[N:14][CH:13]=2)=[CH:5][CH:6]=1, predict the reactants needed to synthesize it. The reactants are: F[C:2]1[CH:3]=[C:4]([C:12]2[C:20]3[CH2:19][CH2:18][CH:17]([NH2:21])[C:16]=3[CH:15]=[N:14][CH:13]=2)[CH:5]=[CH:6][C:7]=1[C:8]([F:11])([F:10])[F:9].FC(F)(F)C1C=CC(C2C3CCC(=O)C=3C=NC=2)=CC=1. (5) Given the product [CH2:26]([N:33]([CH:34]1[CH2:35][CH2:36]1)[CH2:12][CH2:11][CH2:10][CH2:9][N:8]([CH2:14][C:15]1[CH:20]=[C:19]([C:21]([O:23][CH2:24][CH3:25])=[O:22])[CH:18]=[CH:17][N:16]=1)[C:6]([O:5][C:1]([CH3:4])([CH3:3])[CH3:2])=[O:7])[C:27]1[CH:32]=[CH:31][CH:30]=[CH:29][CH:28]=1, predict the reactants needed to synthesize it. The reactants are: [C:1]([O:5][C:6]([N:8]([CH2:14][C:15]1[CH:20]=[C:19]([C:21]([O:23][CH2:24][CH3:25])=[O:22])[CH:18]=[CH:17][N:16]=1)[CH2:9][CH2:10][CH2:11][CH:12]=O)=[O:7])([CH3:4])([CH3:3])[CH3:2].[CH2:26]([NH:33][CH:34]1[CH2:36][CH2:35]1)[C:27]1[CH:32]=[CH:31][CH:30]=[CH:29][CH:28]=1. (6) Given the product [NH2:1][C:2]1[N:7]=[C:6]([NH2:8])[C:5]([O:9][C:10]2[C:11]([CH:21]([CH3:23])[CH3:22])=[CH:12][C:13]([O:19][CH3:20])=[C:14]([CH:16]([OH:18])[CH3:17])[CH:15]=2)=[CH:4][N:3]=1, predict the reactants needed to synthesize it. The reactants are: [NH2:1][C:2]1[N:7]=[C:6]([NH2:8])[C:5]([O:9][C:10]2[C:11]([CH:21]([CH3:23])[CH3:22])=[CH:12][C:13]([O:19][CH3:20])=[C:14]([C:16](=[O:18])[CH3:17])[CH:15]=2)=[CH:4][N:3]=1.[BH4-].[Na+].[NH4+].[Cl-]. (7) Given the product [ClH:28].[F:27][CH:2]([F:1])[O:3][C:4]1[CH:5]=[CH:6][C:7]2[NH:11][C:10](=[O:12])[N:9]([CH:13]3[CH2:14][CH2:15][NH:16][CH2:17][CH2:18]3)[C:8]=2[CH:26]=1, predict the reactants needed to synthesize it. The reactants are: [F:1][CH:2]([F:27])[O:3][C:4]1[CH:5]=[CH:6][C:7]2[NH:11][C:10](=[O:12])[N:9]([CH:13]3[CH2:18][CH2:17][N:16](C(OC(C)(C)C)=O)[CH2:15][CH2:14]3)[C:8]=2[CH:26]=1.[ClH:28]. (8) Given the product [C:14]([C:17]1[S:18][CH:19]=[C:20]([C:22]([O:24][C:25]([CH3:28])([CH3:27])[CH3:26])=[O:23])[N:21]=1)#[N:15], predict the reactants needed to synthesize it. The reactants are: FC(F)(F)C(OC(=O)C(F)(F)F)=O.[C:14]([C:17]1[S:18][CH:19]=[C:20]([C:22]([O:24][C:25]([CH3:28])([CH3:27])[CH3:26])=[O:23])[N:21]=1)(=O)[NH2:15].CCN(CC)CC.ClCCl.